From a dataset of Reaction yield outcomes from USPTO patents with 853,638 reactions. Predict the reaction yield, written as a fraction of the theoretical maximum amount of product (1.0 means a 100% yield; for example, 0.34 means a 34% yield). (1) The reactants are C[Si](N[Si](C)(C)C)(C)C.[CH:10]1[N:14]=[CH:13][N:12]2[CH2:15][CH2:16][C:17](=[O:18])[C:11]=12.[Cl-].[Ce+3].[Cl-].[Cl-].[O:23]=[C:24]1[CH2:29][CH2:28][N:27]([C:30]([O:32][C:33]([CH3:36])([CH3:35])[CH3:34])=[O:31])[CH2:26][CH2:25]1.[Cl-].[NH4+]. The catalyst is CCCCCC.C1COCC1. The product is [OH:23][C:24]1([CH:16]2[CH2:15][N:12]3[CH:13]=[N:14][CH:10]=[C:11]3[C:17]2=[O:18])[CH2:25][CH2:26][N:27]([C:30]([O:32][C:33]([CH3:36])([CH3:35])[CH3:34])=[O:31])[CH2:28][CH2:29]1. The yield is 0.520. (2) The reactants are [Li]CCCC.Br[C:7]1[N:8]([CH2:14][O:15][CH2:16][CH2:17][Si:18]([CH3:21])([CH3:20])[CH3:19])[C:9]([Cl:13])=[C:10]([Cl:12])[N:11]=1.[CH2:22]=[O:23]. The catalyst is C1COCC1. The product is [Cl:12][C:10]1[N:11]=[C:7]([CH2:22][OH:23])[N:8]([CH2:14][O:15][CH2:16][CH2:17][Si:18]([CH3:21])([CH3:20])[CH3:19])[C:9]=1[Cl:13]. The yield is 0.650. (3) The reactants are Cl[C:2]1[C:11]2[C:6](=[CH:7][C:8]([F:14])=[C:9]([O:12][CH3:13])[CH:10]=2)[N:5]=[CH:4][C:3]=1[C:15]#[N:16].[Cl:17][C:18]1[CH:19]=[C:20]([NH2:35])[CH:21]=[CH:22][C:23]=1[S:24][C:25]1[N:26]([CH2:32][CH2:33][CH3:34])[C:27]([CH3:31])=[C:28]([CH3:30])[N:29]=1.Cl.N1C=CC=CC=1. The catalyst is C(OC(O)C)C. The product is [Cl:17][C:18]1[CH:19]=[C:20]([NH:35][C:2]2[C:11]3[C:6](=[CH:7][C:8]([F:14])=[C:9]([O:12][CH3:13])[CH:10]=3)[N:5]=[CH:4][C:3]=2[C:15]#[N:16])[CH:21]=[CH:22][C:23]=1[S:24][C:25]1[N:26]([CH2:32][CH2:33][CH3:34])[C:27]([CH3:31])=[C:28]([CH3:30])[N:29]=1. The yield is 0.670. (4) The yield is 0.900. The catalyst is C(Cl)Cl.CCOC(C)=O. The reactants are [N-]=[C:2]=[O:3].CC(OI1(OC(C)=O)(OC(C)=O)O[C:15](=O)[C:14]2[CH:13]=[CH:12][CH:11]=[CH:10][C:9]1=2)=O.S([O-])([O-])(=O)=S.[Na+].[Na+].C([O-])(O)=O.[Na+]. The product is [C:15]1([C:14]2([CH:2]=[O:3])[CH2:9][CH2:10][CH2:11][CH2:12][CH2:13]2)[CH:11]=[CH:10][CH:9]=[CH:14][CH:13]=1.